This data is from Reaction yield outcomes from USPTO patents with 853,638 reactions. The task is: Predict the reaction yield, written as a fraction of the theoretical maximum amount of product (1.0 means a 100% yield; for example, 0.34 means a 34% yield). (1) The yield is 0.570. The catalyst is O1CCCC1. The product is [Cl:1][C:2]1[CH:7]=[CH:6][C:5]([C:8]2[N:12]([CH:13]([CH:17]3[CH2:18][CH2:19][CH2:20][CH2:21][CH2:22]3)[CH2:14][OH:15])[C:11]3[CH:23]=[C:24]([F:28])[C:25]([F:27])=[CH:26][C:10]=3[N:9]=2)=[C:4]([CH3:29])[CH:3]=1. The reactants are [Cl:1][C:2]1[CH:7]=[CH:6][C:5]([C:8]2[N:12]([CH:13]([CH:17]3[CH2:22][CH2:21][CH2:20][CH2:19][CH2:18]3)[C:14](O)=[O:15])[C:11]3[CH:23]=[C:24]([F:28])[C:25]([F:27])=[CH:26][C:10]=3[N:9]=2)=[C:4]([CH3:29])[CH:3]=1.[H-].[Al+3].[Li+].[H-].[H-].[H-].C(C(C(C([O-])=O)O)O)([O-])=O.[K+].[Na+].C(OCC)(=O)C. (2) The reactants are C1C=CC(OC(OC2C=CC=CC=2)=[N:9][C:10]#[N:11])=CC=1.C[CH2:20][N:21]([CH:25]([CH3:27])C)[CH:22]([CH3:24])C.Cl.[CH3:29][C@@H:30]1[CH2:35][CH2:34][NH:33][CH2:32][C@@H:31]1[C:36]1[N:40]2[C:41]3[CH:47]=[CH:46][NH:45][C:42]=3[N:43]=[CH:44][C:39]2=[CH:38][N:37]=1.N1CCCC1. The catalyst is CC#N. The product is [C:36]1([C@@H:31]2[C@H:30]([CH3:29])[CH2:35][CH2:34][N:33]([C:20]([N:21]3[CH2:22][CH2:24][CH2:27][CH2:25]3)=[N:11][C:10]#[N:9])[CH2:32]2)[N:40]2[C:41]3[CH:47]=[CH:46][NH:45][C:42]=3[N:43]=[CH:44][C:39]2=[CH:38][N:37]=1. The yield is 0.110. (3) The reactants are Cl.[NH2:2][CH:3]1[CH2:9][CH2:8][CH2:7][CH2:6][NH:5][C:4]1=[O:10].C([O-])([O-])=O.[K+].[K+].[F:17][C:18]1[CH:26]=[CH:25][C:21]([C:22](Cl)=[O:23])=[CH:20][CH:19]=1. The catalyst is C(Cl)(Cl)Cl. The product is [F:17][C:18]1[CH:26]=[CH:25][C:21]([C:22]([NH:2][CH:3]2[CH2:9][CH2:8][CH2:7][CH2:6][NH:5][C:4]2=[O:10])=[O:23])=[CH:20][CH:19]=1. The yield is 0.450.